This data is from Forward reaction prediction with 1.9M reactions from USPTO patents (1976-2016). The task is: Predict the product of the given reaction. (1) Given the reactants [Cl:1][CH2:2][C:3](=O)[CH2:4]Cl.[NH2:7][C:8]1[CH:13]=[CH:12][CH:11]=[CH:10][N:9]=1, predict the reaction product. The product is: [Cl:1][CH2:2][C:3]1[N:7]=[C:8]2[CH:13]=[CH:12][CH:11]=[CH:10][N:9]2[CH:4]=1. (2) Given the reactants [CH2:1]([O:3][C:4](=[O:10])[CH2:5][C:6](=[O:9])[CH2:7][Cl:8])[CH3:2], predict the reaction product. The product is: [Cl:8][CH2:7][C@@H:6]([OH:9])[CH2:5][C:4]([O:3][CH2:1][CH3:2])=[O:10]. (3) The product is: [NH2:32][C:17]1([CH2:22][C:21]([OH:27])=[O:26])[CH2:18][CH2:19][CH:15]([C:12]2[CH:13]=[CH:14][C:9]([CH2:1][CH2:2][CH2:3][CH2:4][CH2:5][CH2:6][CH2:7][CH3:8])=[CH:10][CH:11]=2)[CH2:16]1. Given the reactants [CH2:1]([C:9]1[CH:14]=[CH:13][C:12]([CH:15]2[CH2:19][CH2:18][C:17](=O)[CH2:16]2)=[CH:11][CH:10]=1)[CH2:2][CH2:3][CH2:4][CH2:5][CH2:6][CH2:7][CH3:8].[C:21]([OH:27])(=[O:26])[CH2:22]C(O)=O.C([O-])(=O)C.[NH4+:32].C(O)C.CO, predict the reaction product. (4) Given the reactants [Br:1][C:2]1[CH:3]=[CH:4][C:5]2[N:6]([C:8]([C:11]([F:20])([F:19])[C:12]3[N:17]=[N:16][C:15]([NH2:18])=[CH:14][CH:13]=3)=[N:9][N:10]=2)[CH:7]=1.P([O-])([O-])(O)=O.[Na+].[Na+].Br[CH2:29][C:30]([NH:32][C:33]([CH:35]1[CH2:37][CH2:36]1)=[O:34])=O.[I-].[K+], predict the reaction product. The product is: [Br:1][C:2]1[CH:3]=[CH:4][C:5]2[N:6]([C:8]([C:11]([F:20])([F:19])[C:12]3[CH:13]=[CH:14][C:15]4[N:16]([CH:29]=[C:30]([NH:32][C:33]([CH:35]5[CH2:37][CH2:36]5)=[O:34])[N:18]=4)[N:17]=3)=[N:9][N:10]=2)[CH:7]=1. (5) Given the reactants [C:1]([C:3]1[CH:29]=[CH:28][C:6]([CH2:7][NH:8][C:9](=[O:27])[CH:10]([C:14]2[C:19]([F:20])=[CH:18][C:17]([C:21]3[O:22][CH:23]=[CH:24][CH:25]=3)=[CH:16][C:15]=2[F:26])[O:11][CH2:12][CH3:13])=[CH:5][CH:4]=1)#[N:2].Cl.[NH2:31][OH:32], predict the reaction product. The product is: [F:20][C:19]1[CH:18]=[C:17]([C:21]2[O:22][CH:23]=[CH:24][CH:25]=2)[CH:16]=[C:15]([F:26])[C:14]=1[CH:10]([O:11][CH2:12][CH3:13])[C:9]([NH:8][CH2:7][C:6]1[CH:5]=[CH:4][C:3]([C:1](=[NH:2])[NH:31][OH:32])=[CH:29][CH:28]=1)=[O:27]. (6) Given the reactants [Cl:1][C:2]1[C:3]2[CH:11]=[CH:10][S:9][C:4]=2[N:5]=[C:6]([CH3:8])[N:7]=1.[CH3:12][NH:13][C:14]1[CH:21]=[CH:20][C:17]([O:18][CH3:19])=[CH:16][CH:15]=1, predict the reaction product. The product is: [ClH:1].[CH3:19][O:18][C:17]1[CH:20]=[CH:21][C:14]([N:13]([CH3:12])[C:2]2[C:3]3[CH:11]=[CH:10][S:9][C:4]=3[N:5]=[C:6]([CH3:8])[N:7]=2)=[CH:15][CH:16]=1. (7) Given the reactants [Cl:1][C:2]1[CH:6]=[CH:5][S:4][C:3]=1[CH2:7][C:8]#N.[CH3:10]I.[H-].[Na+].C[N:15]([CH:17]=O)C, predict the reaction product. The product is: [Cl:1][C:2]1[CH:6]=[CH:5][S:4][C:3]=1[C:7]([CH3:8])([CH3:10])[C:17]#[N:15].